This data is from Catalyst prediction with 721,799 reactions and 888 catalyst types from USPTO. The task is: Predict which catalyst facilitates the given reaction. The catalyst class is: 10. Product: [CH3:21][N:19]([CH3:20])[C:17]([C@@H:16]([NH:15][C:13]([C:12]1[C:6]2[C:7](=[N:8][CH:9]=[C:4]([CH:1]3[CH2:2][CH2:3]3)[N:5]=2)[NH:10][CH:11]=1)=[O:14])[CH3:22])=[O:18]. Reactant: [CH:1]1([C:4]2[N:5]=[C:6]3[C:12]([C:13]([NH:15][C@@H:16]([CH3:22])[C:17]([N:19]([CH3:21])[CH3:20])=[O:18])=[O:14])=[CH:11][N:10](COCC[Si](C)(C)C)[C:7]3=[N:8][CH:9]=2)[CH2:3][CH2:2]1.C1OCCOCCOCCOCCOCCOC1.[F-].[Cs+].